From a dataset of Peptide-MHC class II binding affinity with 134,281 pairs from IEDB. Regression. Given a peptide amino acid sequence and an MHC pseudo amino acid sequence, predict their binding affinity value. This is MHC class II binding data. (1) The MHC is DRB1_0401 with pseudo-sequence DRB1_0401. The binding affinity (normalized) is 0.383. The peptide sequence is SQIPISINYRTEIDK. (2) The peptide sequence is WTTCQSIAFPSKTSASIGSL. The MHC is DRB5_0101 with pseudo-sequence DRB5_0101. The binding affinity (normalized) is 0.483. (3) The peptide sequence is EVLFRLENHAETLRA. The MHC is DRB1_0101 with pseudo-sequence DRB1_0101. The binding affinity (normalized) is 0.785.